Dataset: Full USPTO retrosynthesis dataset with 1.9M reactions from patents (1976-2016). Task: Predict the reactants needed to synthesize the given product. (1) The reactants are: NC[C:3]1[CH:8]=[CH:7][CH:6]=[CH:5][C:4]=1[N:9]([CH3:14])[S:10]([CH3:13])(=[O:12])=[O:11].[C:15](=[O:18])([O-])[O-].[K+].[K+].[CH3:21]I. Given the product [C:15]([C:5]1[CH:6]=[CH:7][CH:8]=[CH:3][C:4]=1[N:9]([CH3:14])[S:10]([CH3:13])(=[O:12])=[O:11])(=[O:18])[CH3:21], predict the reactants needed to synthesize it. (2) Given the product [CH2:1]([O:8][CH2:9][CH2:10][CH2:11][CH2:12][CH2:13][CH2:14]/[CH:15]=[CH:16]/[CH2:26][C:27]([OH:29])=[O:28])[CH2:2][CH2:3][CH2:4][CH2:5][CH2:6][CH3:7], predict the reactants needed to synthesize it. The reactants are: [CH2:1]([O:8][CH2:9][CH2:10][CH2:11][CH2:12][CH2:13][CH2:14][CH2:15][CH:16]=O)[CH2:2][CH2:3][CH2:4][CH2:5][CH2:6][CH3:7].C(N(CC)CC)C.C(O)(=O)[CH2:26][C:27]([OH:29])=[O:28].P([O-])(O)(O)=O.[Na+]. (3) Given the product [C:8]([C:10](=[CH:39][CH:40]([CH3:41])[CH3:42])[C:11]([N:13]1[CH2:17][CH2:16][C@@H:18]([N:19]2[C:23]3[CH:24]=[CH:25][CH:26]=[CH:27][C:22]=3[N:21]=[C:20]2[NH:28][C:29]([C:31]2[S:32][C:3]([CH:2]([F:7])[F:1])=[CH:34][CH:35]=2)=[O:30])[CH2:14]1)=[O:12])#[N:9], predict the reactants needed to synthesize it. The reactants are: [F:1][C:2]([F:7])(F)[C:3](O)=O.[C:8]([C:10](=[CH:39][CH:40]([CH3:42])[CH3:41])[C:11]([N:13]1[CH2:17][CH2:16]C[C@@H:14]1[CH2:18][N:19]1[C:23]2[CH:24]=[CH:25][CH:26]=[CH:27][C:22]=2[N:21]=[C:20]1[NH:28][C:29]([C:31]1[S:32]C(C(F)F)=[CH:34][CH:35]=1)=[O:30])=[O:12])#[N:9].C(C(=CC(C)C)C(O)=O)#N.CN(C(ON1N=NC2C=CC=NC1=2)=[N+](C)C)C.F[P-](F)(F)(F)(F)F. (4) The reactants are: C([N:8]1[CH2:13][CH2:12][N:11]([CH:14]2[CH2:19][CH2:18][N:17]([CH2:20][CH2:21][CH2:22][C:23]([O:25][CH2:26][CH3:27])=[O:24])[CH2:16][CH2:15]2)[CH2:10][CH2:9]1)C1C=CC=CC=1.[H][H]. Given the product [N:11]1([CH:14]2[CH2:19][CH2:18][N:17]([CH2:20][CH2:21][CH2:22][C:23]([O:25][CH2:26][CH3:27])=[O:24])[CH2:16][CH2:15]2)[CH2:10][CH2:9][NH:8][CH2:13][CH2:12]1, predict the reactants needed to synthesize it. (5) Given the product [C:1]([C:3]1[CH:4]=[C:5]([CH3:16])[C:6]([C:9]([OH:11])=[O:10])=[N:7][CH:8]=1)#[N:2], predict the reactants needed to synthesize it. The reactants are: [C:1]([C:3]1[CH:4]=[C:5]([CH3:16])[C:6]([C:9]([O:11]C(C)(C)C)=[O:10])=[N:7][CH:8]=1)#[N:2].C(O)(C(F)(F)F)=O. (6) Given the product [Br:30][CH2:27][CH2:26][CH:22]1[CH2:23][CH2:24][CH2:25][O:20][CH2:21]1, predict the reactants needed to synthesize it. The reactants are: C1(P(C2C=CC=CC=2)C2C=CC=CC=2)C=CC=CC=1.[O:20]1[CH2:25][CH2:24][CH2:23][CH:22]([CH2:26][CH2:27]O)[CH2:21]1.C(Br)(Br)(Br)[Br:30]. (7) Given the product [I:11][C:12]1[CH:20]=[CH:19][C:15]([C:16]([N:8]2[CH2:9][CH2:10][C@H:6]([N:1]3[CH2:5][CH2:4][CH2:3][CH2:2]3)[CH2:7]2)=[O:17])=[CH:14][CH:13]=1, predict the reactants needed to synthesize it. The reactants are: [N:1]1([C@H:6]2[CH2:10][CH2:9][NH:8][CH2:7]2)[CH2:5][CH2:4][CH2:3][CH2:2]1.[I:11][C:12]1[CH:20]=[CH:19][C:15]([C:16](Cl)=[O:17])=[CH:14][CH:13]=1.